This data is from Catalyst prediction with 721,799 reactions and 888 catalyst types from USPTO. The task is: Predict which catalyst facilitates the given reaction. (1) Reactant: [CH2:1]([O:8][N:9]1[C:14]2[N:15]=[CH:16][N:17]=[CH:18][C:13]=2[C:12]([OH:19])=[CH:11][C:10]1=[O:20])[C:2]1[CH:7]=[CH:6][CH:5]=[CH:4][CH:3]=1.[I:21]N1C(=O)CCC1=O.C(OCC)(=O)C.Cl. Product: [CH2:1]([O:8][N:9]1[C:14]2[N:15]=[CH:16][N:17]=[CH:18][C:13]=2[C:12]([OH:19])=[C:11]([I:21])[C:10]1=[O:20])[C:2]1[CH:3]=[CH:4][CH:5]=[CH:6][CH:7]=1. The catalyst class is: 3. (2) Reactant: C(OC([N:8]1[C:17]2[C:12](=[CH:13][CH:14]=[C:15]([NH:18][C:19]([C:21]3[C:30](=[O:31])[C:29]4[C:24](=[CH:25][CH:26]=[CH:27][CH:28]=4)[NH:23][CH:22]=3)=[O:20])[CH:16]=2)[CH2:11][CH2:10][CH2:9]1)=O)(C)(C)C.C(O)(C(F)(F)F)=O. Product: [O:31]=[C:30]1[C:29]2[C:24](=[CH:25][CH:26]=[CH:27][CH:28]=2)[NH:23][CH:22]=[C:21]1[C:19]([NH:18][C:15]1[CH:16]=[C:17]2[C:12]([CH2:11][CH2:10][CH2:9][NH:8]2)=[CH:13][CH:14]=1)=[O:20]. The catalyst class is: 2. (3) Reactant: Br[CH2:2][CH2:3][NH:4][C:5](=[O:11])[O:6][C:7]([CH3:10])([CH3:9])[CH3:8].[CH3:12][CH2:13][CH:14]([NH2:17])[CH2:15][CH3:16]. Product: [C:7]([O:6][C:5](=[O:11])[NH:4][CH2:3][CH2:2][NH:17][CH:14]([CH2:15][CH3:16])[CH2:13][CH3:12])([CH3:10])([CH3:9])[CH3:8]. The catalyst class is: 10.